From a dataset of Reaction yield outcomes from USPTO patents with 853,638 reactions. Predict the reaction yield, written as a fraction of the theoretical maximum amount of product (1.0 means a 100% yield; for example, 0.34 means a 34% yield). (1) The product is [CH2:2]([O:4][C:5](=[O:18])[CH2:6][NH:7][C:8]1[CH:17]=[CH:16][CH:15]=[C:14]2[C:9]=1[CH2:10][CH2:11][N:12]([CH2:29][CH2:30][F:31])[CH2:13]2)[CH3:3]. The reactants are Cl.[CH2:2]([O:4][C:5](=[O:18])[CH2:6][NH:7][C:8]1[CH:17]=[CH:16][CH:15]=[C:14]2[C:9]=1[CH2:10][CH2:11][NH:12][CH2:13]2)[CH3:3].CCN(C(C)C)C(C)C.Br[CH2:29][CH2:30][F:31]. The catalyst is CN(C=O)C. The yield is 0.710. (2) The reactants are [Br:1][C:2]1[CH:7]=[CH:6][C:5]([C@H:8]2[CH2:13][CH2:12][N:11](C([C@@]34C(C)(C)[C@@](C)(CC3)C(=O)O4)=O)[CH2:10][C@@H:9]2[O:27][CH2:28][C:29]2[CH:38]=[CH:37][C:36]3[C:31](=[CH:32][CH:33]=[CH:34][CH:35]=3)[CH:30]=2)=[CH:4][CH:3]=1.CNC(NCCC[C@H](N)C(O)=O)=NC.C(O)(=O)C. The catalyst is O1CCCC1. The product is [Br:1][C:2]1[CH:7]=[CH:6][C:5]([C@H:8]2[CH2:13][CH2:12][NH:11][CH2:10][C@@H:9]2[O:27][CH2:28][C:29]2[CH:38]=[CH:37][C:36]3[C:31](=[CH:32][CH:33]=[CH:34][CH:35]=3)[CH:30]=2)=[CH:4][CH:3]=1. The yield is 0.680. (3) The reactants are [Li]CCCC.C1COCC1.[S:11]1[CH:15]=[CH:14][C:13]2[CH:16]=[C:17]3[C:25](=[CH:26][C:12]1=2)[CH:24]=[C:23]1[C:19]([S:20][CH:21]=[CH:22]1)=[CH:18]3.[CH3:27][Sn:28](Cl)([CH3:30])[CH3:29]. The catalyst is O. The product is [CH3:27][Sn:28]([CH3:30])([CH3:29])[C:15]1[S:11][C:12]2[CH:26]=[C:25]3[C:17](=[CH:16][C:13]=2[CH:14]=1)[CH:18]=[C:19]1[S:20][C:21]([Sn:28]([CH3:30])([CH3:29])[CH3:27])=[CH:22][C:23]1=[CH:24]3. The yield is 0.540. (4) The reactants are Cl[CH2:2][C:3]([C:5]1[CH:10]=[CH:9][N:8]=[C:7]2[N:11]([CH2:14][O:15][CH2:16][CH2:17][Si:18]([CH3:21])([CH3:20])[CH3:19])[CH:12]=[CH:13][C:6]=12)=O.C[N:23]([CH:25]=O)C.[C:27]([O-])(=O)[C:28]([CH3:31])(C)[CH3:29].[Cs+].C([O-])(=O)C.[NH4+:39]. The catalyst is O. The product is [C:28]([C:25]1[NH:23][C:3]([C:5]2[CH:10]=[CH:9][N:8]=[C:7]3[N:11]([CH2:14][O:15][CH2:16][CH2:17][Si:18]([CH3:21])([CH3:20])[CH3:19])[CH:12]=[CH:13][C:6]=23)=[CH:2][N:39]=1)([CH3:31])([CH3:29])[CH3:27]. The yield is 0.520. (5) The reactants are [CH3:1][C:2]([N:11]1[C:15]2[CH:16]=[CH:17][C:18](B3OC(C)(C)C(C)(C)O3)=[CH:19][C:14]=2[NH:13][C:12]1=[O:29])([CH3:10])[CH2:3][N:4]1[CH2:9][CH2:8][O:7][CH2:6][CH2:5]1.Br[CH:31]=[C:32]1[C:38]2[CH:39]=[CH:40][CH:41]=[CH:42][C:37]=2[CH2:36][O:35][C:34]2[CH:43]=[C:44]([F:47])[CH:45]=[CH:46][C:33]1=2.C([O-])([O-])=O.[Na+].[Na+].O.CCOC(C)=O. The catalyst is O1CCOCC1.C1C=CC([P]([Pd]([P](C2C=CC=CC=2)(C2C=CC=CC=2)C2C=CC=CC=2)([P](C2C=CC=CC=2)(C2C=CC=CC=2)C2C=CC=CC=2)[P](C2C=CC=CC=2)(C2C=CC=CC=2)C2C=CC=CC=2)(C2C=CC=CC=2)C2C=CC=CC=2)=CC=1. The product is [CH3:1][C:2]([N:11]1[C:15]2[CH:16]=[CH:17][C:18]([CH:31]=[C:32]3[C:38]4[CH:39]=[CH:40][CH:41]=[CH:42][C:37]=4[CH2:36][O:35][C:34]4[CH:43]=[C:44]([F:47])[CH:45]=[CH:46][C:33]3=4)=[CH:19][C:14]=2[NH:13][C:12]1=[O:29])([CH3:10])[CH2:3][N:4]1[CH2:5][CH2:6][O:7][CH2:8][CH2:9]1. The yield is 0.800. (6) The reactants are Br[C:2]1[CH:7]=[CH:6][C:5]([CH:8]([CH3:10])[CH3:9])=[CH:4][CH:3]=1.C([Li])CCC.CCCCCC.[OH:22][C:23]1[CH:30]=[C:29]([CH3:31])[CH:28]=[C:27]([CH3:32])[C:24]=1[CH:25]=[O:26]. The catalyst is C1COCC1.O. The product is [OH:26][CH:25]([C:2]1[CH:7]=[CH:6][C:5]([CH:8]([CH3:10])[CH3:9])=[CH:4][CH:3]=1)[C:24]1[C:27]([CH3:32])=[CH:28][C:29]([CH3:31])=[CH:30][C:23]=1[OH:22]. The yield is 0.910. (7) The reactants are [F:1][CH:2]([F:24])[O:3][C:4]1[CH:9]=[CH:8][C:7]([CH:10]([NH:13][C:14](=[O:23])[O:15][CH2:16][C:17]2[CH:22]=[CH:21][CH:20]=[CH:19][CH:18]=2)[CH2:11][OH:12])=[CH:6][CH:5]=1.[CH3:25]I. The catalyst is CC(C)=O. The product is [F:1][CH:2]([F:24])[O:3][C:4]1[CH:9]=[CH:8][C:7]([CH:10]([NH:13][C:14](=[O:23])[O:15][CH2:16][C:17]2[CH:18]=[CH:19][CH:20]=[CH:21][CH:22]=2)[CH2:11][O:12][CH3:25])=[CH:6][CH:5]=1. The yield is 1.00. (8) The reactants are [NH2:1][C:2]1[CH:29]=[CH:28][C:5]2[NH:6][C:7](=[C:9]([C:20]([C:22]3[CH:27]=[CH:26][CH:25]=[CH:24][CH:23]=3)=[O:21])[C:10]([C:12]3[CH:17]=[C:16]([F:18])[CH:15]=[C:14]([F:19])[CH:13]=3)=[O:11])[NH:8][C:4]=2[CH:3]=1.O[CH2:31]C1C2N=NNC=2C=CC=1. The catalyst is C(O)C. The product is [F:18][C:16]1[CH:17]=[C:12]([C:10](=[O:11])[C:9](=[C:7]2[NH:6][C:5]3[CH:28]=[CH:29][C:2]([NH:1][CH3:31])=[CH:3][C:4]=3[NH:8]2)[C:20]([C:22]2[CH:23]=[CH:24][CH:25]=[CH:26][CH:27]=2)=[O:21])[CH:13]=[C:14]([F:19])[CH:15]=1. The yield is 0.480.